From a dataset of Forward reaction prediction with 1.9M reactions from USPTO patents (1976-2016). Predict the product of the given reaction. (1) Given the reactants [CH3:1][O:2][C:3]1[CH:4]=[C:5]([C:11]2[CH:16]=[CH:15][C:14]([N+:17]([O-])=O)=[CH:13][N:12]=2)[CH:6]=[CH:7][C:8]=1[O:9][CH3:10], predict the reaction product. The product is: [CH3:1][O:2][C:3]1[CH:4]=[C:5]([C:11]2[N:12]=[CH:13][C:14]([NH2:17])=[CH:15][CH:16]=2)[CH:6]=[CH:7][C:8]=1[O:9][CH3:10]. (2) Given the reactants [C:1]1([S:7]([CH2:10][S:11]([C:14]2[CH:19]=[CH:18][CH:17]=[CH:16][CH:15]=2)(=[O:13])=[O:12])(=[O:9])=[O:8])[CH:6]=[CH:5][CH:4]=[CH:3][CH:2]=1.Br[CH2:21][CH2:22][CH2:23]Br.[OH-].[Na+].[Cl-].[NH4+], predict the reaction product. The product is: [C:1]1([S:7]([C:10]2([S:11]([C:14]3[CH:15]=[CH:16][CH:17]=[CH:18][CH:19]=3)(=[O:13])=[O:12])[CH2:23][CH2:22][CH2:21]2)(=[O:8])=[O:9])[CH:2]=[CH:3][CH:4]=[CH:5][CH:6]=1. (3) Given the reactants [C:1]([O:5][C:6]([N:8]1[CH2:13][CH2:12][N:11]([C:14]2[CH:19]=[CH:18][C:17]([N+:20]([O-])=O)=[C:16]([F:23])[CH:15]=2)[CH2:10][CH2:9]1)=[O:7])([CH3:4])([CH3:3])[CH3:2].[Cl-].[NH4+], predict the reaction product. The product is: [C:1]([O:5][C:6]([N:8]1[CH2:13][CH2:12][N:11]([C:14]2[CH:19]=[CH:18][C:17]([NH2:20])=[C:16]([F:23])[CH:15]=2)[CH2:10][CH2:9]1)=[O:7])([CH3:4])([CH3:2])[CH3:3].